Dataset: Forward reaction prediction with 1.9M reactions from USPTO patents (1976-2016). Task: Predict the product of the given reaction. (1) Given the reactants [CH2:1]([O:8][CH2:9][CH:10]1[CH2:15][CH2:14][N:13]([C:16]2[CH:17]=[N:18][CH:19]=[CH:20][C:21]=2Cl)[CH2:12][C:11]1([F:24])[F:23])[C:2]1[CH:7]=[CH:6][CH:5]=[CH:4][CH:3]=1.[Cl:25][C:26]1[CH:27]=[N:28][NH:29][CH:30]=1.O.C1(C)C=CC(S(O)(=O)=O)=CC=1.CC(O)C, predict the reaction product. The product is: [CH2:1]([O:8][CH2:9][CH:10]1[CH2:15][CH2:14][N:13]([C:16]2[CH:17]=[N:18][CH:19]=[CH:20][C:21]=2[N:28]2[CH:27]=[C:26]([Cl:25])[CH:30]=[N:29]2)[CH2:12][C:11]1([F:24])[F:23])[C:2]1[CH:7]=[CH:6][CH:5]=[CH:4][CH:3]=1. (2) Given the reactants [CH2:1]([O:4][C:5]1([CH3:42])[CH2:10][CH2:9][N:8]([C:11]2[N:16]3[N:17]=[C:18]([CH:20]=[CH:21][CH2:22][C:23]4[CH:28]=[CH:27][CH:26]=[CH:25][C:24]=4Br)[CH:19]=[C:15]3[N:14]=[C:13]([CH3:30])[C:12]=2[C@H:31]([O:37][C:38]([CH3:41])([CH3:40])[CH3:39])[C:32]([O:34][CH2:35][CH3:36])=[O:33])[CH2:7][CH2:6]1)[CH:2]=[CH2:3].C(N(CC)CC)C.C1(P(C2C=CC=CC=2)C2C=CC=CC=2)C=CC=CC=1, predict the reaction product. The product is: [C:38]([O:37][C@@H:31]([C:12]1[C:13]([CH3:30])=[N:14][C:15]2=[CH:19][C:18]3=[N:17][N:16]2[C:11]=1[N:8]1[CH2:9][CH2:10][C:5]([CH3:42])([O:4][CH2:1][CH:2]=[CH:3][C:28]2[CH:27]=[CH:26][CH:25]=[CH:24][C:23]=2[CH2:22][CH:21]=[CH:20]3)[CH2:6][CH2:7]1)[C:32]([O:34][CH2:35][CH3:36])=[O:33])([CH3:40])([CH3:41])[CH3:39]. (3) Given the reactants C([O:8][C@@H:9]1[C@:13]([CH2:16][O:17]CC2C=CC=CC=2)([CH:14]=[CH2:15])[O:12][C@@H:11]([N:25]2[CH:30]=[CH:29][C:28](=[O:31])[NH:27][C:26]2=[O:32])[C@@H:10]1[OH:33])C1C=CC=CC=1.B(Cl)(Cl)Cl, predict the reaction product. The product is: [OH:33][C@@H:10]1[C@H:9]([OH:8])[C@:13]([CH2:16][OH:17])([CH:14]=[CH2:15])[O:12][C@H:11]1[N:25]1[CH:30]=[CH:29][C:28](=[O:31])[NH:27][C:26]1=[O:32].